From a dataset of Forward reaction prediction with 1.9M reactions from USPTO patents (1976-2016). Predict the product of the given reaction. The product is: [C:1]([O:5][C:6](=[O:17])[NH:7][C:8]1[CH:13]=[C:12]([CH3:14])[C:11]([Cl:15])=[CH:10][C:9]=1[NH:16][C:23](=[O:22])[CH2:24][C:25](=[O:38])[C:26]1[CH:31]=[CH:30][CH:29]=[C:28]([C:32]2[CH:37]=[N:36][CH:35]=[CH:34][N:33]=2)[CH:27]=1)([CH3:4])([CH3:2])[CH3:3]. Given the reactants [C:1]([O:5][C:6](=[O:17])[NH:7][C:8]1[CH:13]=[C:12]([CH3:14])[C:11]([Cl:15])=[CH:10][C:9]=1[NH2:16])([CH3:4])([CH3:3])[CH3:2].C([O:22][C:23](=O)[CH2:24][C:25](=[O:38])[C:26]1[CH:31]=[CH:30][CH:29]=[C:28]([C:32]2[CH:37]=[N:36][CH:35]=[CH:34][N:33]=2)[CH:27]=1)(C)(C)C, predict the reaction product.